The task is: Predict the reaction yield, written as a fraction of the theoretical maximum amount of product (1.0 means a 100% yield; for example, 0.34 means a 34% yield).. This data is from Reaction yield outcomes from USPTO patents with 853,638 reactions. (1) The reactants are [Br:1][C:2]1[CH:3]=[CH:4][C:5]([C:8]([NH:10][C:11]2[CH:32]=[C:31]3[C:14]([CH2:15][C:16]([CH3:34])([CH3:33])[CH2:17][C:18]43[CH2:22][O:21][C:20]([NH:23]C(=O)OC(C)(C)C)=[N:19]4)=[CH:13][CH:12]=2)=[O:9])=[N:6][CH:7]=1.C(O)(C(F)(F)F)=O. The catalyst is C(Cl)Cl. The product is [NH2:23][C:20]1[O:21][CH2:22][C:18]2([C:31]3[C:14](=[CH:13][CH:12]=[C:11]([NH:10][C:8](=[O:9])[C:5]4[CH:4]=[CH:3][C:2]([Br:1])=[CH:7][N:6]=4)[CH:32]=3)[CH2:15][C:16]([CH3:34])([CH3:33])[CH2:17]2)[N:19]=1. The yield is 0.990. (2) The reactants are [Cl:1][C:2]1[N:3]=[C:4](Cl)[C:5]2[O:10][CH:9]=[CH:8][C:6]=2[N:7]=1.O1CCOCC1.[CH:18]1([NH2:21])[CH2:20][CH2:19]1. The catalyst is CO. The product is [Cl:1][C:2]1[N:3]=[C:4]([NH:21][CH:18]2[CH2:20][CH2:19]2)[C:5]2[O:10][CH:9]=[CH:8][C:6]=2[N:7]=1. The yield is 0.900.